From a dataset of Catalyst prediction with 721,799 reactions and 888 catalyst types from USPTO. Predict which catalyst facilitates the given reaction. Reactant: Cl.[NH:2]1[CH2:7][CH2:6][S:5](=[O:8])[CH2:4][CH2:3]1.[CH3:9][C:10]1[CH:11]=[C:12]([O:28][C:29]2[CH:30]=[N:31][C:32]([S:35]([CH3:38])(=[O:37])=[O:36])=[CH:33][CH:34]=2)[CH:13]=[C:14]2[C:18]=1[NH:17][C:16]([C:19]1[S:20][CH:21]([CH2:24][C:25](O)=[O:26])[CH2:22][N:23]=1)=[CH:15]2.ON1C2C=CC=CC=2N=N1.Cl.C(N=C=NCCCN(C)C)C. Product: [CH3:9][C:10]1[CH:11]=[C:12]([O:28][C:29]2[CH:30]=[N:31][C:32]([S:35]([CH3:38])(=[O:37])=[O:36])=[CH:33][CH:34]=2)[CH:13]=[C:14]2[C:18]=1[NH:17][C:16]([C:19]1[S:20][CH:21]([CH2:24][C:25]([N:2]3[CH2:7][CH2:6][S:5](=[O:8])[CH2:4][CH2:3]3)=[O:26])[CH2:22][N:23]=1)=[CH:15]2. The catalyst class is: 681.